Dataset: Reaction yield outcomes from USPTO patents with 853,638 reactions. Task: Predict the reaction yield, written as a fraction of the theoretical maximum amount of product (1.0 means a 100% yield; for example, 0.34 means a 34% yield). (1) The reactants are [Br:1][C:2]1[C:3]([O:10][C:11]2[CH:16]=[CH:15][C:14]([F:17])=[CH:13][C:12]=2[F:18])=[N:4][CH:5]=[C:6]([CH2:8]Br)[CH:7]=1.[CH3:19][S-:20].[Na+]. The catalyst is CN(C)C=O. The product is [Br:1][C:2]1[C:3]([O:10][C:11]2[CH:16]=[CH:15][C:14]([F:17])=[CH:13][C:12]=2[F:18])=[N:4][CH:5]=[C:6]([CH2:8][S:20][CH3:19])[CH:7]=1. The yield is 0.960. (2) The reactants are [CH3:1][O:2][C:3]([C:5]1[C:6]2[CH:7]=[CH:8][NH:9][C:10]=2[CH:11]=[C:12]([Cl:14])[CH:13]=1)=[O:4].[C:15]([O:19][C:20](O[C:20]([O:19][C:15]([CH3:18])([CH3:17])[CH3:16])=[O:21])=[O:21])([CH3:18])([CH3:17])[CH3:16]. The product is [CH3:1][O:2][C:3]([C:5]1[C:6]2[CH:7]=[CH:8][N:9]([C:20]([O:19][C:15]([CH3:18])([CH3:17])[CH3:16])=[O:21])[C:10]=2[CH:11]=[C:12]([Cl:14])[CH:13]=1)=[O:4]. The catalyst is C(#N)C.CN(C1C=CN=CC=1)C. The yield is 0.990. (3) The reactants are [Cl:1][C:2]1[CH:7]=[CH:6][C:5]([NH:8][C:9]([C:11]2[CH:16]=[CH:15][C:14](Br)=[CH:13][N:12]=2)=[O:10])=[CH:4][CH:3]=1.C([Li])(C)(C)C.[CH:23]([Si:26]([CH:41]([CH3:43])[CH3:42])([CH:38]([CH3:40])[CH3:39])[N:27]1[C:31]2=[N:32][CH:33]=[CH:34][CH:35]=[C:30]2[C:29]([CH:36]=[O:37])=[CH:28]1)([CH3:25])[CH3:24].O. The catalyst is O1CCCC1. The product is [Cl:1][C:2]1[CH:7]=[CH:6][C:5]([NH:8][C:9]([C:11]2[CH:16]=[CH:15][C:14]([CH:36]([OH:37])[C:29]3[C:30]4[C:31](=[N:32][CH:33]=[CH:34][CH:35]=4)[N:27]([Si:26]([CH:38]([CH3:40])[CH3:39])([CH:41]([CH3:43])[CH3:42])[CH:23]([CH3:24])[CH3:25])[CH:28]=3)=[CH:13][N:12]=2)=[O:10])=[CH:4][CH:3]=1. The yield is 0.140. (4) The reactants are C([NH:8][CH:9]1[CH2:18][CH2:17][C:12]2([O:16][CH2:15][CH2:14][O:13]2)[CH2:11][CH2:10]1)C1C=CC=CC=1. The catalyst is CCO. The product is [O:13]1[C:12]2([CH2:17][CH2:18][CH:9]([NH2:8])[CH2:10][CH2:11]2)[O:16][CH2:15][CH2:14]1. The yield is 0.820. (5) The reactants are C1(C(=[N:14][C:15]2[CH:20]=[CH:19][C:18]([C:21]3[NH:26][C:25](=[O:27])[NH:24][CH:23]([C:28]4[CH:33]=[C:32]([N+:34]([O-:36])=[O:35])[C:31]([OH:37])=[C:30]([O:38][CH2:39][CH3:40])[CH:29]=4)[C:22]=3[C:41]3[CH:46]=[CH:45][CH:44]=[CH:43][CH:42]=3)=[CH:17][CH:16]=2)C2C=CC=CC=2)C=CC=CC=1.Cl. The catalyst is C1COCC1. The product is [NH2:14][C:15]1[CH:20]=[CH:19][C:18]([C:21]2[NH:26][C:25](=[O:27])[NH:24][CH:23]([C:28]3[CH:33]=[C:32]([N+:34]([O-:36])=[O:35])[C:31]([OH:37])=[C:30]([O:38][CH2:39][CH3:40])[CH:29]=3)[C:22]=2[C:41]2[CH:42]=[CH:43][CH:44]=[CH:45][CH:46]=2)=[CH:17][CH:16]=1. The yield is 1.00. (6) The reactants are [C:1]1(=[O:11])[NH:5][C:4](=[O:6])[C:3]2=[CH:7][CH:8]=[CH:9][CH:10]=[C:2]12.[K].[Cl:13][C:14]1[C:22]([CH2:23]Cl)=[CH:21][C:17]2[O:18][CH2:19][O:20][C:16]=2[CH:15]=1. The catalyst is CN(C=O)C.[Br-].C([N+](CCCC)(CCCC)CCCC)CCC.[Cl-].[Na+].O. The product is [Cl:13][C:14]1[C:22]([CH2:23][N:5]2[C:1](=[O:11])[C:2]3[C:3](=[CH:7][CH:8]=[CH:9][CH:10]=3)[C:4]2=[O:6])=[CH:21][C:17]2[O:18][CH2:19][O:20][C:16]=2[CH:15]=1. The yield is 0.790. (7) The reactants are [Cl-].[Al+3].[Cl-].[Cl-].[NH:5]1[C:13]2[C:8](=[CH:9][CH:10]=[CH:11][CH:12]=2)[CH2:7][C:6]1=[O:14].[Cl:15][CH2:16][C:17](Cl)=[O:18]. The catalyst is C(=S)=S. The product is [Cl:15][CH2:16][C:17]([C:10]1[CH:9]=[C:8]2[C:13](=[CH:12][CH:11]=1)[NH:5][C:6](=[O:14])[CH2:7]2)=[O:18]. The yield is 0.900. (8) The reactants are [CH3:1][C:2]1([CH3:39])[CH2:11][C:10](=[O:12])[C:9]2[C:4](=[CH:5][CH:6]=[C:7]([N:13]3[C:18](=[O:19])[C:17]([CH2:20][C:21]4[CH:26]=[CH:25][C:24]([C:27]5[C:28]([C:33]#[N:34])=[CH:29][CH:30]=[CH:31][CH:32]=5)=[CH:23][CH:22]=4)=[C:16]([CH2:35][CH2:36][CH3:37])[N:15]=[C:14]3[CH3:38])[CH:8]=2)[O:3]1.[BH4-].[Na+].S([O-])(O)(=O)=O.[K+]. The catalyst is CO.O1CCCC1. The product is [OH:12][CH:10]1[C:9]2[C:4](=[CH:5][CH:6]=[C:7]([N:13]3[C:18](=[O:19])[C:17]([CH2:20][C:21]4[CH:26]=[CH:25][C:24]([C:27]5[C:28]([C:33]#[N:34])=[CH:29][CH:30]=[CH:31][CH:32]=5)=[CH:23][CH:22]=4)=[C:16]([CH2:35][CH2:36][CH3:37])[N:15]=[C:14]3[CH3:38])[CH:8]=2)[O:3][C:2]([CH3:1])([CH3:39])[CH2:11]1. The yield is 1.00.